From a dataset of Full USPTO retrosynthesis dataset with 1.9M reactions from patents (1976-2016). Predict the reactants needed to synthesize the given product. (1) Given the product [C:14]1(=[O:24])[N:18]([CH2:2][CH2:3][CH2:4][CH2:5][CH2:6][C:7]([O:9][CH2:10][C:11]#[CH:12])=[O:8])[C:17](=[O:19])[C:16]2=[CH:20][CH:21]=[CH:22][CH:23]=[C:15]12, predict the reactants needed to synthesize it. The reactants are: Br[CH2:2][CH2:3][CH2:4][CH2:5][CH2:6][C:7]([O:9][CH2:10][C:11]#[CH:12])=[O:8].[K].[C:14]1(=[O:24])[NH:18][C:17](=[O:19])[C:16]2=[CH:20][CH:21]=[CH:22][CH:23]=[C:15]12.C(Cl)(Cl)Cl.O. (2) Given the product [F:33][C:19]1[CH:20]=[C:21]([NH:24][C:25]([CH:27]2[CH2:31][CH2:30][NH:29][C:28]2=[O:32])=[O:26])[CH:22]=[CH:23][C:18]=1[O:17][C:16]1[CH:15]=[CH:14][N:13]=[C:12]2[NH:8][N:9]=[C:10]([CH3:34])[C:11]=12, predict the reactants needed to synthesize it. The reactants are: COC1C=CC(C[N:8]2[C:12]3=[N:13][CH:14]=[CH:15][C:16]([O:17][C:18]4[CH:23]=[CH:22][C:21]([NH:24][C:25]([CH:27]5[CH2:31][CH2:30][NH:29][C:28]5=[O:32])=[O:26])=[CH:20][C:19]=4[F:33])=[C:11]3[C:10]([CH3:34])=[N:9]2)=CC=1.FC(F)(F)C(O)=O.